From a dataset of Cav3 T-type calcium channel HTS with 100,875 compounds. Binary Classification. Given a drug SMILES string, predict its activity (active/inactive) in a high-throughput screening assay against a specified biological target. The compound is O(C(=O)/C(=C(/N(C)C)/C=C\C=C/N(C)C)C(OC)=O)C. The result is 0 (inactive).